This data is from Forward reaction prediction with 1.9M reactions from USPTO patents (1976-2016). The task is: Predict the product of the given reaction. (1) Given the reactants [CH:1]1([CH2:6][CH:7]([C:16]2[CH:21]=[CH:20][C:19]([S:22]([CH3:25])(=[O:24])=[O:23])=[C:18]([N+:26]([O-])=O)[CH:17]=2)[C:8]([NH:10][C:11]2[S:12][CH:13]=[CH:14][N:15]=2)=[O:9])[CH2:5][CH2:4][CH2:3][CH2:2]1.[Cl-].[NH4+], predict the reaction product. The product is: [NH2:26][C:18]1[CH:17]=[C:16]([CH:7]([CH2:6][CH:1]2[CH2:2][CH2:3][CH2:4][CH2:5]2)[C:8]([NH:10][C:11]2[S:12][CH:13]=[CH:14][N:15]=2)=[O:9])[CH:21]=[CH:20][C:19]=1[S:22]([CH3:25])(=[O:23])=[O:24]. (2) Given the reactants [CH2:1]([O:3][C:4]1[CH:5]=[C:6]([N:13]2[CH2:18][CH2:17][NH:16][CH2:15][CH2:14]2)[CH:7]=[CH:8][C:9]=1[N+:10]([O-:12])=[O:11])[CH3:2].[CH:19]([S:21]([CH3:24])(=[O:23])=[O:22])=[CH2:20], predict the reaction product. The product is: [CH2:1]([O:3][C:4]1[CH:5]=[C:6]([N:13]2[CH2:14][CH2:15][N:16]([CH2:20][CH2:19][S:21]([CH3:24])(=[O:23])=[O:22])[CH2:17][CH2:18]2)[CH:7]=[CH:8][C:9]=1[N+:10]([O-:12])=[O:11])[CH3:2].